Predict the reaction yield, written as a fraction of the theoretical maximum amount of product (1.0 means a 100% yield; for example, 0.34 means a 34% yield). From a dataset of Reaction yield outcomes from USPTO patents with 853,638 reactions. (1) The reactants are [CH3:1][C:2]1([CH3:15])[CH2:6][CH2:5][C:4](=O)[N:3]1[C:8]([O:10][C:11]([CH3:14])([CH3:13])[CH3:12])=[O:9].CC(C[AlH]CC(C)C)C.[CH2:25]([C@@H:32]1[CH2:36][O:35][C:34](=[O:37])[N:33]1[C:38](=[O:47])[CH2:39][C:40]1[CH:45]=[CH:44][C:43]([Cl:46])=[CH:42][CH:41]=1)[C:26]1[CH:31]=[CH:30][CH:29]=[CH:28][CH:27]=1.C(N(C(C)C)CC)(C)C.OC1N(C(OC(C)(C)C)=O)C(C)(C)CC1. The catalyst is CCOCC.C1(C)C=CC=CC=1.ClCCl.[Ti](Cl)(Cl)(Cl)Cl. The product is [CH2:25]([C@@H:32]1[CH2:36][O:35][C:34](=[O:37])[N:33]1[C:38](=[O:47])[C@H:39]([C@H:4]1[N:3]([C:8]([O:10][C:11]([CH3:14])([CH3:13])[CH3:12])=[O:9])[C:2]([CH3:15])([CH3:1])[CH2:6][CH2:5]1)[C:40]1[CH:41]=[CH:42][C:43]([Cl:46])=[CH:44][CH:45]=1)[C:26]1[CH:31]=[CH:30][CH:29]=[CH:28][CH:27]=1. The yield is 0.610. (2) The reactants are [NH2:1][C:2]1[C:3]([C:10]([O:12][CH3:13])=[O:11])=[N:4][C:5](Br)=[C:6]([F:8])[CH:7]=1.[F:14][C:15]1[CH:20]=[C:19]([O:21][CH2:22][CH2:23][O:24][CH3:25])[CH:18]=[C:17]([F:26])[C:16]=1B1OC(C)(C)C(C)(C)O1. No catalyst specified. The product is [NH2:1][C:2]1[C:3]([C:10]([O:12][CH3:13])=[O:11])=[N:4][C:5]([C:16]2[C:17]([F:26])=[CH:18][C:19]([O:21][CH2:22][CH2:23][O:24][CH3:25])=[CH:20][C:15]=2[F:14])=[C:6]([F:8])[CH:7]=1. The yield is 0.360. (3) The reactants are [CH3:1][C:2]1([CH3:36])[C:26]2[C:6]([CH:7]=[C:8]3[C:25]=2[CH:24]=[C:23]2[C:10]([C:11]4[CH:12]=[CH:13][CH:14]=[CH:15][C:16]=4[C:17]4[CH:18]=[C:19](B5OC(C)(C)C(C)(C)O5)[CH:20]=[CH:21][C:22]=42)=[CH:9]3)=[CH:5][CH:4]=[CH:3]1.[C:37]1([C:72]2[CH:77]=[CH:76][CH:75]=[CH:74][CH:73]=2)[CH:42]=[CH:41][C:40]([N:43]([C:59]2[CH:64]=[CH:63][C:62]([C:65]3[CH:70]=[CH:69][C:68](Br)=[CH:67][CH:66]=3)=[CH:61][CH:60]=2)[C:44]2[CH:56]=[CH:55][C:54]3[C:53]4[C:48](=[CH:49][CH:50]=[CH:51][CH:52]=4)[C:47]([CH3:58])([CH3:57])[C:46]=3[CH:45]=2)=[CH:39][CH:38]=1.C([O-])([O-])=O.[Na+].[Na+].CCO. The catalyst is C1C=CC([P]([Pd]([P](C2C=CC=CC=2)(C2C=CC=CC=2)C2C=CC=CC=2)([P](C2C=CC=CC=2)(C2C=CC=CC=2)C2C=CC=CC=2)[P](C2C=CC=CC=2)(C2C=CC=CC=2)C2C=CC=CC=2)(C2C=CC=CC=2)C2C=CC=CC=2)=CC=1.C1(C)C=CC=CC=1. The product is [C:37]1([C:72]2[CH:73]=[CH:74][CH:75]=[CH:76][CH:77]=2)[CH:42]=[CH:41][C:40]([N:43]([C:59]2[CH:64]=[CH:63][C:62]([C:65]3[CH:66]=[CH:67][C:68]([C:19]4[CH:20]=[CH:21][C:22]5[C:23]6[C:10]([C:11]7[CH:12]=[CH:13][CH:14]=[CH:15][C:16]=7[C:17]=5[CH:18]=4)=[CH:9][C:8]4=[CH:7][C:6]5[C:26]([C:2]([CH3:36])([CH3:1])[CH:3]=[CH:4][CH:5]=5)=[C:25]4[CH:24]=6)=[CH:69][CH:70]=3)=[CH:61][CH:60]=2)[C:44]2[CH:56]=[CH:55][C:54]3[C:53]4[C:48](=[CH:49][CH:50]=[CH:51][CH:52]=4)[C:47]([CH3:58])([CH3:57])[C:46]=3[CH:45]=2)=[CH:39][CH:38]=1. The yield is 0.650.